This data is from NCI-60 drug combinations with 297,098 pairs across 59 cell lines. The task is: Regression. Given two drug SMILES strings and cell line genomic features, predict the synergy score measuring deviation from expected non-interaction effect. (1) Drug 1: C(=O)(N)NO. Drug 2: CC1CCC2CC(C(=CC=CC=CC(CC(C(=O)C(C(C(=CC(C(=O)CC(OC(=O)C3CCCCN3C(=O)C(=O)C1(O2)O)C(C)CC4CCC(C(C4)OC)O)C)C)O)OC)C)C)C)OC. Cell line: HT29. Synergy scores: CSS=21.5, Synergy_ZIP=-0.0777, Synergy_Bliss=1.03, Synergy_Loewe=-87.7, Synergy_HSA=0.640. (2) Drug 1: CC=C1C(=O)NC(C(=O)OC2CC(=O)NC(C(=O)NC(CSSCCC=C2)C(=O)N1)C(C)C)C(C)C. Drug 2: CC12CCC3C(C1CCC2O)C(CC4=C3C=CC(=C4)O)CCCCCCCCCS(=O)CCCC(C(F)(F)F)(F)F. Cell line: HS 578T. Synergy scores: CSS=22.0, Synergy_ZIP=2.48, Synergy_Bliss=6.05, Synergy_Loewe=-69.5, Synergy_HSA=6.51. (3) Drug 1: C1CCN(CC1)CCOC2=CC=C(C=C2)C(=O)C3=C(SC4=C3C=CC(=C4)O)C5=CC=C(C=C5)O. Drug 2: C1CCC(C(C1)N)N.C(=O)(C(=O)[O-])[O-].[Pt+4]. Cell line: MALME-3M. Synergy scores: CSS=13.1, Synergy_ZIP=-0.688, Synergy_Bliss=3.12, Synergy_Loewe=-6.21, Synergy_HSA=2.04. (4) Drug 1: C1=C(C(=O)NC(=O)N1)F. Drug 2: CC(C)CN1C=NC2=C1C3=CC=CC=C3N=C2N. Cell line: HT29. Synergy scores: CSS=40.6, Synergy_ZIP=2.53, Synergy_Bliss=-1.59, Synergy_Loewe=-3.93, Synergy_HSA=-2.80. (5) Drug 1: CCC1=CC2CC(C3=C(CN(C2)C1)C4=CC=CC=C4N3)(C5=C(C=C6C(=C5)C78CCN9C7C(C=CC9)(C(C(C8N6C)(C(=O)OC)O)OC(=O)C)CC)OC)C(=O)OC.C(C(C(=O)O)O)(C(=O)O)O. Drug 2: C1CN(P(=O)(OC1)NCCCl)CCCl. Cell line: CCRF-CEM. Synergy scores: CSS=44.4, Synergy_ZIP=-1.84, Synergy_Bliss=-3.54, Synergy_Loewe=-62.9, Synergy_HSA=-2.25. (6) Drug 1: C1=C(C(=O)NC(=O)N1)N(CCCl)CCCl. Drug 2: C1=C(C(=O)NC(=O)N1)F. Cell line: ACHN. Synergy scores: CSS=77.9, Synergy_ZIP=3.64, Synergy_Bliss=3.74, Synergy_Loewe=4.59, Synergy_HSA=8.95. (7) Drug 1: C1=CC(=C2C(=C1NCCNCCO)C(=O)C3=C(C=CC(=C3C2=O)O)O)NCCNCCO. Drug 2: CC(C)CN1C=NC2=C1C3=CC=CC=C3N=C2N. Cell line: MDA-MB-435. Synergy scores: CSS=15.9, Synergy_ZIP=-3.76, Synergy_Bliss=8.23, Synergy_Loewe=-5.42, Synergy_HSA=6.56.